From a dataset of Forward reaction prediction with 1.9M reactions from USPTO patents (1976-2016). Predict the product of the given reaction. Given the reactants [CH2:1]([N:5]1[C:13]([N:14]2[CH2:19][CH2:18][NH:17][C@H:16]([CH3:20])[CH2:15]2)=[N:12][C:11]2[C:6]1=[N:7][C:8]([C:27]1[CH:28]=[N:29][C:30]([NH2:33])=[N:31][CH:32]=1)=[N:9][C:10]=2[N:21]1[CH2:26][CH2:25][O:24][CH2:23][CH2:22]1)[CH:2]([CH3:4])[CH3:3].C1(N=C=NC2CCCCC2)CCCCC1.ON1C2C=CC=CC=2N=N1.[OH:59][C@@H:60]([CH3:65])[CH2:61][C:62](O)=[O:63], predict the reaction product. The product is: [NH2:33][C:30]1[N:31]=[CH:32][C:27]([C:8]2[N:7]=[C:6]3[C:11]([N:12]=[C:13]([N:14]4[CH2:19][CH2:18][N:17]([C:62](=[O:63])[CH2:61][C@@H:60]([OH:59])[CH3:65])[C@H:16]([CH3:20])[CH2:15]4)[N:5]3[CH2:1][CH:2]([CH3:4])[CH3:3])=[C:10]([N:21]3[CH2:26][CH2:25][O:24][CH2:23][CH2:22]3)[N:9]=2)=[CH:28][N:29]=1.